Dataset: Reaction yield outcomes from USPTO patents with 853,638 reactions. Task: Predict the reaction yield, written as a fraction of the theoretical maximum amount of product (1.0 means a 100% yield; for example, 0.34 means a 34% yield). (1) The reactants are [O:1]1[C:7]2[CH:8]=[C:9]([C:12]([O:14][CH3:15])=[O:13])[CH:10]=[CH:11][C:6]=2[CH2:5][NH:4][CH2:3][CH2:2]1.CC1(C)[C:23]2[C:18](=[C:19](P([C:18]3[CH:23]=[CH:22][CH:21]=[CH:20][CH:19]=3)[C:18]3[CH:23]=[CH:22][CH:21]=[CH:20][CH:19]=3)[CH:20]=[CH:21][CH:22]=2)O[C:19]2[C:20](P([C:18]3[CH:23]=[CH:22][CH:21]=[CH:20][CH:19]=3)[C:18]3[CH:23]=[CH:22][CH:21]=[CH:20][CH:19]=3)=[CH:21][CH:22]=[CH:23][C:18]1=2.C([O-])([O-])=O.[Cs+].[Cs+].BrC1C=CC=CC=1. The catalyst is C1C=CC(/C=C/C(/C=C/C2C=CC=CC=2)=O)=CC=1.C1C=CC(/C=C/C(/C=C/C2C=CC=CC=2)=O)=CC=1.C1C=CC(/C=C/C(/C=C/C2C=CC=CC=2)=O)=CC=1.[Pd].[Pd].O1CCOCC1. The product is [C:18]1([N:4]2[CH2:5][C:6]3[CH:11]=[CH:10][C:9]([C:12]([O:14][CH3:15])=[O:13])=[CH:8][C:7]=3[O:1][CH2:2][CH2:3]2)[CH:23]=[CH:22][CH:21]=[CH:20][CH:19]=1. The yield is 0.370. (2) The reactants are [Br:1][C:2]1[CH:3]=[CH:4][C:5]([F:11])=[C:6]([CH:10]=1)[C:7]([OH:9])=O.C(Cl)(=O)C(Cl)=O.C[Si]([N-][Si](C)(C)C)(C)C.[Li+].[O:28]1[C:32]2([CH2:37][CH2:36][C:35](=[O:38])[CH2:34][CH2:33]2)[O:31][CH2:30][CH2:29]1. The catalyst is C(Cl)Cl.CN(C=O)C.C1COCC1. The product is [Br:1][C:2]1[CH:3]=[CH:4][C:5]([F:11])=[C:6]([CH:10]=1)[C:7]([CH:36]1[C:35](=[O:38])[CH2:34][CH2:33][C:32]2([O:28][CH2:29][CH2:30][O:31]2)[CH2:37]1)=[O:9]. The yield is 0.647.